Dataset: Forward reaction prediction with 1.9M reactions from USPTO patents (1976-2016). Task: Predict the product of the given reaction. The product is: [OH:17][CH2:16][CH:15]=[C:4]1[CH2:9][CH2:8][CH:7]([NH:10][C:11](=[O:13])[CH3:12])[CH2:6][CH2:5]1. Given the reactants [H-].[Na+].O=[C:4]1[CH2:9][CH2:8][CH:7]([NH:10][C:11](=[O:13])[CH3:12])[CH2:6][CH2:5]1.C1C[O:17][CH2:16][CH2:15]1, predict the reaction product.